Dataset: Full USPTO retrosynthesis dataset with 1.9M reactions from patents (1976-2016). Task: Predict the reactants needed to synthesize the given product. (1) Given the product [F:1][C:2]1[CH:7]=[CH:6][C:5]([C@H:8]([OH:15])[CH2:9][CH2:10][C:11]([OH:13])=[O:12])=[CH:4][C:3]=1[CH3:16], predict the reactants needed to synthesize it. The reactants are: [F:1][C:2]1[CH:7]=[CH:6][C:5]([C@H:8]([OH:15])[CH2:9][CH2:10][C:11]([O:13]C)=[O:12])=[CH:4][C:3]=1[CH3:16].[OH-].[K+]. (2) Given the product [NH:8]1[C:16]2[CH:15]=[CH:14][N:13]=[CH:12][C:11]=2[CH:10]=[C:9]1[CH2:17][N:18]1[CH2:23][CH2:22][N:21]([CH2:24][C:25]2[NH:33][C:32]3[CH:31]=[CH:30][N:29]=[CH:28][C:27]=3[CH:26]=2)[CH2:20][C:19]1=[O:41], predict the reactants needed to synthesize it. The reactants are: C(OC([N:8]1[C:16]2[CH:15]=[CH:14][N:13]=[CH:12][C:11]=2[CH:10]=[C:9]1[CH2:17][N:18]1[CH2:23][CH2:22][N:21]([CH2:24][C:25]2[N:33](C(OC(C)(C)C)=O)[C:32]3[CH:31]=[CH:30][N:29]=[CH:28][C:27]=3[CH:26]=2)[CH2:20][C:19]1=[O:41])=O)(C)(C)C.C(O)(C(F)(F)F)=O. (3) Given the product [Si:24]([O:14][C:11]1[CH:10]=[CH:9][C:8]([NH:1][C:2]2[CH:7]=[CH:6][CH:5]=[CH:4][CH:3]=2)=[CH:13][CH:12]=1)([C:20]([CH3:23])([CH3:22])[CH3:21])([CH3:26])[CH3:25], predict the reactants needed to synthesize it. The reactants are: [NH:1]([C:8]1[CH:13]=[CH:12][C:11]([OH:14])=[CH:10][CH:9]=1)[C:2]1[CH:7]=[CH:6][CH:5]=[CH:4][CH:3]=1.N1C=CN=C1.[C:20]([Si:24](Cl)([CH3:26])[CH3:25])([CH3:23])([CH3:22])[CH3:21]. (4) Given the product [NH2:1][C:2]1[N:7]=[CH:6][N:5]=[C:4]2[N:8]([C@H:30]3[CH2:35][CH2:34][C@@H:41]([N:42]4[CH2:47][CH2:46][N:45]([CH3:37])[CH2:44][CH2:43]4)[CH2:32][CH2:31]3)[N:9]=[C:10]([C:11]3[CH:12]=[CH:13][C:14]([NH:17][C:18]([C:20]4[N:21]([CH3:29])[C:22]5[C:27]([CH:28]=4)=[CH:26][CH:25]=[CH:24][CH:23]=5)=[O:19])=[CH:15][CH:16]=3)[C:3]=12.[NH2:1][C:2]1[N:7]=[CH:6][N:5]=[C:4]2[N:8]([C@H:30]3[CH2:35][CH2:34][C@H:41]([N:42]4[CH2:47][CH2:46][N:45]([CH3:48])[CH2:44][CH2:43]4)[CH2:32][CH2:31]3)[N:9]=[C:10]([C:11]3[CH:12]=[CH:13][C:14]([NH:17][C:18]([C:20]4[N:21]([CH3:29])[C:22]5[C:27]([CH:28]=4)=[CH:26][CH:25]=[CH:24][CH:23]=5)=[O:19])=[CH:15][CH:16]=3)[C:3]=12, predict the reactants needed to synthesize it. The reactants are: [NH2:1][C:2]1[N:7]=[CH:6][N:5]=[C:4]2[N:8]([CH:30]3[CH2:35][CH2:34]C(=O)[CH2:32][CH2:31]3)[N:9]=[C:10]([C:11]3[CH:16]=[CH:15][C:14]([NH:17][C:18]([C:20]4[N:21]([CH3:29])[C:22]5[C:27]([CH:28]=4)=[CH:26][CH:25]=[CH:24][CH:23]=5)=[O:19])=[CH:13][CH:12]=3)[C:3]=12.[C:37](O)(=O)C.[CH3:41][N:42]1[CH2:47][CH2:46][NH:45][CH2:44][CH2:43]1.[C:48](O[BH-](OC(=O)C)OC(=O)C)(=O)C.[Na+]. (5) Given the product [Si:1]([O:18][CH2:19][C:20]1[C:25]([N:26]2[CH2:31][C@H:30]([CH3:32])[O:29][C@H:28]([CH3:33])[CH2:27]2)=[C:24]([F:34])[C:23]([F:35])=[C:22]([C:44](=[O:46])[CH3:45])[CH:21]=1)([C:14]([CH3:16])([CH3:17])[CH3:15])([C:2]1[CH:7]=[CH:6][CH:5]=[CH:4][CH:3]=1)[C:8]1[CH:13]=[CH:12][CH:11]=[CH:10][CH:9]=1, predict the reactants needed to synthesize it. The reactants are: [Si:1]([O:18][CH2:19][C:20]1[C:25]([N:26]2[CH2:31][C@H:30]([CH3:32])[O:29][C@H:28]([CH3:33])[CH2:27]2)=[C:24]([F:34])[C:23]([F:35])=[CH:22][CH:21]=1)([C:14]([CH3:17])([CH3:16])[CH3:15])([C:8]1[CH:13]=[CH:12][CH:11]=[CH:10][CH:9]=1)[C:2]1[CH:7]=[CH:6][CH:5]=[CH:4][CH:3]=1.C([Li])(CC)C.CON(C)[C:44](=[O:46])[CH3:45].[NH4+].[Cl-].